This data is from Forward reaction prediction with 1.9M reactions from USPTO patents (1976-2016). The task is: Predict the product of the given reaction. (1) The product is: [CH3:24][S:23][C:17]1[C:16]2[C:21](=[CH:22][C:13]([O:11][CH2:10]/[CH:9]=[CH:8]/[CH2:7][N:4]3[CH2:5][CH2:6][O:1][CH2:2][CH2:3]3)=[CH:14][CH:15]=2)[N:20]=[CH:19][N:18]=1. Given the reactants [O:1]1[CH2:6][CH2:5][N:4]([CH2:7]/[CH:8]=[CH:9]/[CH2:10][OH:11])[CH2:3][CH2:2]1.O[C:13]1[CH:22]=[C:21]2[C:16]([C:17]([S:23][CH3:24])=[N:18][CH:19]=[N:20]2)=[CH:15][CH:14]=1, predict the reaction product. (2) Given the reactants [I:1][C:2]1[CH:7]=[CH:6][N:5]=[C:4]2[CH:8]=[N:9][NH:10][C:3]=12.Br[CH2:12][CH:13]1[CH2:15][CH2:14]1.C(=O)([O-])[O-].[Cs+].[Cs+].O, predict the reaction product. The product is: [CH:13]1([CH2:12][N:10]2[C:3]3[C:4](=[N:5][CH:6]=[CH:7][C:2]=3[I:1])[CH:8]=[N:9]2)[CH2:15][CH2:14]1.[CH:13]1([CH2:12][N:9]2[CH:8]=[C:4]3[N:5]=[CH:6][CH:7]=[C:2]([I:1])[C:3]3=[N:10]2)[CH2:15][CH2:14]1.